This data is from Catalyst prediction with 721,799 reactions and 888 catalyst types from USPTO. The task is: Predict which catalyst facilitates the given reaction. (1) Reactant: [Cl:1][C:2]1[CH:7]=[CH:6][C:5]([CH2:8][N:9]2[CH2:14][CH2:13][NH:12][CH2:11][CH2:10]2)=[C:4]([N:15]2[CH2:20][CH2:19][CH:18]([C:21]([N:23]3[CH2:27][CH2:26][CH2:25][CH2:24]3)=[O:22])[CH2:17][CH2:16]2)[CH:3]=1.[C:28](=O)([O:37]N1C(=O)CCC1=O)[O:29][N:30]1[C:34](=[O:35])[CH2:33][CH2:32][C:31]1=[O:36].ClCCl.C(N(CC)C(C)C)(C)C. Product: [Cl:1][C:2]1[CH:7]=[CH:6][C:5]([CH2:8][N:9]2[CH2:14][CH2:13][N:12]([C:28]([O:29][N:30]3[C:34](=[O:35])[CH2:33][CH2:32][C:31]3=[O:36])=[O:37])[CH2:11][CH2:10]2)=[C:4]([N:15]2[CH2:20][CH2:19][CH:18]([C:21]([N:23]3[CH2:27][CH2:26][CH2:25][CH2:24]3)=[O:22])[CH2:17][CH2:16]2)[CH:3]=1. The catalyst class is: 6. (2) Reactant: [F:1][C:2]1[CH:11]=[C:10]([C:12](=O)[CH3:13])[C:9]([N:15]2[CH2:19][CH2:18][C@@H:17]([OH:20])[CH2:16]2)=[C:8]2[C:3]=1[CH:4]=[CH:5][CH:6]=[N:7]2.C([O-])(=O)C.[NH4+].C([BH3-])#[N:27].[Na+]. Product: [NH2:27][CH:12]([C:10]1[C:9]([N:15]2[CH2:19][CH2:18][C@@H:17]([OH:20])[CH2:16]2)=[C:8]2[C:3]([CH:4]=[CH:5][CH:6]=[N:7]2)=[C:2]([F:1])[CH:11]=1)[CH3:13]. The catalyst class is: 449. (3) Reactant: [C:1]([C:3]1[CH:12]=[CH:11][C:10]([O:13][C:14]2[CH:19]=[CH:18][C:17]([B:20]3[O:24][C:23](C)(C)C(C)(C)[O:21]3)=[C:16](C=O)[CH:15]=2)=[CH:9][C:4]=1[C:5]([O:7][CH3:8])=[O:6])#[N:2].[BH4-].[Na+].Cl. Product: [C:1]([C:3]1[CH:12]=[CH:11][C:10]([O:13][C:14]2[CH:19]=[CH:18][C:17]3[B:20]([OH:21])[O:24][CH2:23][C:16]=3[CH:15]=2)=[CH:9][C:4]=1[C:5]([O:7][CH3:8])=[O:6])#[N:2]. The catalyst class is: 5. (4) Reactant: [NH2:1][C@@H:2]1[C@@H:7]([N:8]=[N+:9]=[N-:10])[CH2:6][C:5]([C:11]([O:13][CH2:14][CH3:15])=[O:12])=[CH:4][C@H:3]1[O:16][CH:17]([CH2:20][CH3:21])[CH2:18][CH3:19].C(N(CC)CC)C.[C:29](OC(=O)C)(=[O:31])[CH3:30]. Product: [C:29]([NH:1][C@@H:2]1[C@@H:7]([N:8]=[N+:9]=[N-:10])[CH2:6][C:5]([C:11]([O:13][CH2:14][CH3:15])=[O:12])=[CH:4][C@H:3]1[O:16][CH:17]([CH2:18][CH3:19])[CH2:20][CH3:21])(=[O:31])[CH3:30]. The catalyst class is: 2.